Dataset: Forward reaction prediction with 1.9M reactions from USPTO patents (1976-2016). Task: Predict the product of the given reaction. (1) Given the reactants C([O:8][C:9]1[CH:14]=[CH:13][C:12]([C:15]2[C:23]3[C:18](=[N:19][CH:20]=[N:21][C:22]=3[NH2:24])[N:17]([CH:25]3[CH2:29][CH2:28][CH2:27][CH2:26]3)[N:16]=2)=[CH:11][CH:10]=1)C1C=CC=CC=1.C([O-])=O.[NH4+], predict the reaction product. The product is: [NH2:24][C:22]1[N:21]=[CH:20][N:19]=[C:18]2[N:17]([CH:25]3[CH2:29][CH2:28][CH2:27][CH2:26]3)[N:16]=[C:15]([C:12]3[CH:11]=[CH:10][C:9]([OH:8])=[CH:14][CH:13]=3)[C:23]=12. (2) Given the reactants [CH2:1]([O:3][C:4]([CH:6]1[CH2:11][CH2:10][CH2:9][N:8]([CH2:12][CH:13]2[O:18][C:17]3[CH:19]=[CH:20][CH:21]=[CH:22][C:16]=3[O:15][CH2:14]2)[CH2:7]1)=[O:5])[CH3:2].[Li+].[CH3:24]C([N-]C(C)C)C.CI, predict the reaction product. The product is: [CH2:1]([O:3][C:4]([C:6]1([CH3:24])[CH2:11][CH2:10][CH2:9][N:8]([CH2:12][CH:13]2[O:18][C:17]3[CH:19]=[CH:20][CH:21]=[CH:22][C:16]=3[O:15][CH2:14]2)[CH2:7]1)=[O:5])[CH3:2].